Dataset: Forward reaction prediction with 1.9M reactions from USPTO patents (1976-2016). Task: Predict the product of the given reaction. (1) Given the reactants [Si:1]([O:8][CH2:9][C@@H:10]1[C:18]2[C:13](=[CH:14][CH:15]=[CH:16][CH:17]=2)[CH2:12][C@@H:11]1[OH:19])([C:4]([CH3:7])([CH3:6])[CH3:5])([CH3:3])[CH3:2].C(N(CC)CC)C.[CH3:27][S:28](Cl)(=[O:30])=[O:29], predict the reaction product. The product is: [CH3:27][S:28]([O:19][C@H:11]1[CH2:12][C:13]2[C:18](=[CH:17][CH:16]=[CH:15][CH:14]=2)[C@H:10]1[CH2:9][O:8][Si:1]([C:4]([CH3:7])([CH3:6])[CH3:5])([CH3:3])[CH3:2])(=[O:30])=[O:29]. (2) The product is: [NH2:17][C:16]1[C:15]([CH3:14])=[C:21]([C:2]2[CH:10]=[CH:9][C:8]([C:11]([NH2:13])=[O:12])=[C:7]3[C:3]=2[CH:4]=[CH:5][NH:6]3)[CH:20]=[CH:19][CH:18]=1. Given the reactants Br[C:2]1[CH:10]=[CH:9][C:8]([C:11]([NH2:13])=[O:12])=[C:7]2[C:3]=1[CH:4]=[CH:5][NH:6]2.[CH3:14][C:15]1[C:21](B2OC(C)(C)C(C)(C)O2)=[CH:20][CH:19]=[CH:18][C:16]=1[NH2:17].C([O-])([O-])=O.[Na+].[Na+].O, predict the reaction product. (3) The product is: [Cl:1][C:2]1[N:7]=[C:6]([N:11]([CH3:10])[CH:12]2[CH2:13][CH:14]3[CH2:18][N:17]([C:19]([O:21][C:22]([CH3:23])([CH3:24])[CH3:25])=[O:20])[CH2:16][CH:15]3[CH2:26]2)[C:5]([Cl:9])=[CH:4][N:3]=1. Given the reactants [Cl:1][C:2]1[N:7]=[C:6](Cl)[C:5]([Cl:9])=[CH:4][N:3]=1.[CH3:10][NH:11][CH:12]1[CH2:26][CH:15]2[CH2:16][N:17]([C:19]([O:21][C:22]([CH3:25])([CH3:24])[CH3:23])=[O:20])[CH2:18][CH:14]2[CH2:13]1.CCN(CC)CC, predict the reaction product. (4) The product is: [C:2]1([C:1]2[S:9][CH:11]=[C:12]([C:13]([O:15][CH3:16])=[O:14])[N:8]=2)[CH:7]=[CH:6][CH:5]=[CH:4][CH:3]=1. Given the reactants [C:1](=[S:9])([NH2:8])[C:2]1[CH:7]=[CH:6][CH:5]=[CH:4][CH:3]=1.Br[CH2:11][C:12](=O)[C:13]([O:15][CH3:16])=[O:14], predict the reaction product.